This data is from Full USPTO retrosynthesis dataset with 1.9M reactions from patents (1976-2016). The task is: Predict the reactants needed to synthesize the given product. (1) Given the product [NH:1]1[CH2:5][CH2:4][CH2:3][C@H:2]1[C:8]([OH:10])=[O:9].[O:11]=[C:12]1[O:18][C@H:17]([C@H:19]([CH3:21])[OH:20])[C:15]([O-:16])=[C:13]1[OH:14], predict the reactants needed to synthesize it. The reactants are: [NH2:1][C@H:2]([C:8]([OH:10])=[O:9])[CH2:3][CH2:4][CH2:5]CN.[O:11]=[C:12]1[O:18][C@H:17]([C@H:19]([CH3:21])[OH:20])[C:15]([O-:16])=[C:13]1[OH:14].Br[C@]1([C@H](C)O)OC(=O)C(O)=C1[O-].N1CCC[C@H]1C(O)=O. (2) Given the product [CH3:20][CH:19]([N:21]1[N:25]=[N:24][C:23]([N:26]2[CH2:31][CH2:30][CH:29]([C@@H:32]([O:17][C:14]3[CH:13]=[N:12][C:11]([C:8]4[CH:7]=[CH:6][C:5]([S:2]([CH3:1])(=[O:3])=[O:4])=[CH:10][CH:9]=4)=[CH:16][N:15]=3)[CH3:33])[CH2:28][CH2:27]2)=[N:22]1)[CH3:18], predict the reactants needed to synthesize it. The reactants are: [CH3:1][S:2]([C:5]1[CH:10]=[CH:9][C:8]([C:11]2[N:12]=[CH:13][C:14]([OH:17])=[N:15][CH:16]=2)=[CH:7][CH:6]=1)(=[O:4])=[O:3].[CH3:18][CH:19]([N:21]1[N:25]=[N:24][C:23]([N:26]2[CH2:31][CH2:30][CH:29]([C@H:32](O)[CH3:33])[CH2:28][CH2:27]2)=[N:22]1)[CH3:20]. (3) Given the product [NH2:23][C:20]1[N:21]=[CH:22][C:17]([C:3]2[CH:4]=[CH:5][C:6]([C:25]3[CH:30]=[CH:29][CH:28]=[CH:27][C:26]=3[S:31]([N:34]3[CH2:39][CH2:38][N:37]([C:40]([O:42][C:43]([CH3:46])([CH3:45])[CH3:44])=[O:41])[CH2:36][C@H:35]3[CH3:47])(=[O:33])=[O:32])=[CH:7][C:2]=2[F:1])=[CH:18][N:19]=1, predict the reactants needed to synthesize it. The reactants are: [F:1][C:2]1[CH:7]=[C:6](B2OC(C)(C)C(C)(C)O2)[CH:5]=[CH:4][C:3]=1[C:17]1[CH:18]=[N:19][C:20]([NH2:23])=[N:21][CH:22]=1.Br[C:25]1[CH:30]=[CH:29][CH:28]=[CH:27][C:26]=1[S:31]([N:34]1[CH2:39][CH2:38][N:37]([C:40]([O:42][C:43]([CH3:46])([CH3:45])[CH3:44])=[O:41])[CH2:36][C@H:35]1[CH3:47])(=[O:33])=[O:32]. (4) Given the product [Cl:1][C:2]1[CH:3]=[CH:4][C:5]([OH:11])=[C:6]([C:13]2[C:14]([N+:24]([O-:26])=[O:25])=[N:15][N:16]([CH:18]3[CH2:23][CH2:22][CH2:21][CH2:20][O:19]3)[CH:17]=2)[CH:7]=1, predict the reactants needed to synthesize it. The reactants are: [Cl:1][C:2]1[CH:3]=[CH:4][C:5]([OH:11])=[C:6](B(O)O)[CH:7]=1.Br[C:13]1[C:14]([N+:24]([O-:26])=[O:25])=[N:15][N:16]([CH:18]2[CH2:23][CH2:22][CH2:21][CH2:20][O:19]2)[CH:17]=1.BrC1C=NN(C2CCCCO2)C=1[N+]([O-])=O.COCCOC.O. (5) Given the product [O:12]([C:11]1[C:2]([OH:1])=[C:3]([CH:8]=[CH:9][CH:10]=1)[C:4]([O:6][CH3:7])=[O:5])[C:13]1[CH:18]=[CH:17][CH:16]=[CH:15][CH:14]=1, predict the reactants needed to synthesize it. The reactants are: [OH:1][C:2]1[C:11]([OH:12])=[CH:10][CH:9]=[CH:8][C:3]=1[C:4]([O:6][CH3:7])=[O:5].[C:13]1(B(O)O)[CH:18]=[CH:17][CH:16]=[CH:15][CH:14]=1.C(N(CC)CC)C.